From a dataset of Full USPTO retrosynthesis dataset with 1.9M reactions from patents (1976-2016). Predict the reactants needed to synthesize the given product. (1) Given the product [C:4]([CH:6]([CH:20]([C:13]1[CH:14]=[C:15]([F:19])[C:16]([F:18])=[CH:17][C:12]=1[F:11])[CH2:21][C:22]([O:24][CH3:25])=[O:23])[C:7]([O:9][CH3:10])=[O:8])#[N:5], predict the reactants needed to synthesize it. The reactants are: C[O-].[Na+].[C:4]([CH2:6][C:7]([O:9][CH3:10])=[O:8])#[N:5].[F:11][C:12]1[CH:17]=[C:16]([F:18])[C:15]([F:19])=[CH:14][C:13]=1[CH:20]=[CH:21][C:22]([O:24][CH2:25]C)=[O:23]. (2) Given the product [CH:1]1([C:4]2[N:8]=[C:7]([C:9]3[C:17]4[CH2:16][CH2:15][CH2:14][O:13][C:12]=4[S:11][C:10]=3[NH:18][C:28]([C:19]3[CH2:24][CH2:23][CH2:22][CH2:21][C:20]=3[C:25]([OH:27])=[O:26])=[O:29])[O:6][N:5]=2)[CH2:2][CH2:3]1, predict the reactants needed to synthesize it. The reactants are: [CH:1]1([C:4]2[N:8]=[C:7]([C:9]3[C:17]4[CH2:16][CH2:15][CH2:14][O:13][C:12]=4[S:11][C:10]=3[NH2:18])[O:6][N:5]=2)[CH2:3][CH2:2]1.[C:19]12[C:28](=[O:29])[O:27][C:25](=[O:26])[C:20]=1[CH2:21][CH2:22][CH2:23][CH2:24]2. (3) Given the product [CH3:24][N:25]1[CH:29]=[C:28]([S:30]([N:1]2[CH2:6][CH2:5][CH:4]([C:7]3[C:15]4[C:10](=[C:11]([C:21]([NH2:23])=[O:22])[CH:12]=[C:13]([C:16]5[CH:20]=[CH:19][S:18][CH:17]=5)[CH:14]=4)[NH:9][CH:8]=3)[CH2:3][CH2:2]2)(=[O:32])=[O:31])[N:27]=[CH:26]1, predict the reactants needed to synthesize it. The reactants are: [NH:1]1[CH2:6][CH2:5][CH:4]([C:7]2[C:15]3[C:10](=[C:11]([C:21]([NH2:23])=[O:22])[CH:12]=[C:13]([C:16]4[CH:20]=[CH:19][S:18][CH:17]=4)[CH:14]=3)[NH:9][CH:8]=2)[CH2:3][CH2:2]1.[CH3:24][N:25]1[CH:29]=[C:28]([S:30](Cl)(=[O:32])=[O:31])[N:27]=[CH:26]1.C(N(CC)CC)C. (4) Given the product [CH3:7][C:4]1[S:3][C:2]([C:29]#[C:28][CH2:27][OH:30])=[CH:6][CH:5]=1, predict the reactants needed to synthesize it. The reactants are: I[C:2]1[S:3][C:4]([CH3:7])=[CH:5][CH:6]=1.C1(P(C2C=CC=CC=2)C2C=CC=CC=2)C=CC=CC=1.[CH2:27]([OH:30])[C:28]#[CH:29].C(N(C(C)C)CC)(C)C. (5) Given the product [N:39]1([C:8]([O:10][C@@H:11]2[CH2:27][C@@H:26]3[C@@:14]([CH3:36])([C@@H:15]4[C@@H:23]([CH2:24][CH2:25]3)[C@:22]3([OH:28])[C@@:18]([CH3:35])([C@@H:19]([C:29]5[CH2:30][O:31][C:32](=[O:34])[CH:33]=5)[CH2:20][CH2:21]3)[CH2:17][CH2:16]4)[CH2:13][CH2:12]2)=[O:9])[CH2:44][CH2:43][NH:42][CH2:41][CH2:40]1, predict the reactants needed to synthesize it. The reactants are: [N+](C1C=CC([C:8]([O:10][C@@H:11]2[CH2:27][C@@H:26]3[C@@:14]([CH3:36])([C@@H:15]4[C@@H:23]([CH2:24][CH2:25]3)[C@:22]3([OH:28])[C@@:18]([CH3:35])([C@@H:19]([C:29]5[CH2:30][O:31][C:32](=[O:34])[CH:33]=5)[CH2:20][CH2:21]3)[CH2:17][CH2:16]4)[CH2:13][CH2:12]2)=[O:9])=CC=1)([O-])=O.[NH:39]1[CH2:44][CH2:43][NH:42][CH2:41][CH2:40]1. (6) Given the product [CH2:44]([N:47]([CH2:48][CH:49]=[CH2:50])[CH2:51][C:52]1[S:56][C:55]([S:57]([N:86]2[CH2:87][CH2:88][C:83]3([O:82][CH2:81][CH2:80][O:79]3)[CH2:84][CH2:85]2)(=[O:59])=[O:58])=[CH:54][CH:53]=1)[CH:45]=[CH2:46], predict the reactants needed to synthesize it. The reactants are: COC1C=C(C=CC=1)C(NCC1SC(S(N2CCC(NC3C=CC=C(S(C(F)(F)F)(=O)=O)C=3)CC2)(=O)=O)=C(C(O)=O)C=1)=O.[CH2:44]([N:47]([CH2:51][C:52]1[S:56][C:55]([S:57](Cl)(=[O:59])=[O:58])=[CH:54][CH:53]=1)[CH2:48][CH:49]=[CH2:50])[CH:45]=[CH2:46].[Li]C(C)(C)C.CCCCC.C1C(=O)N(Cl)C(=O)C1.[O:79]1[C:83]2([CH2:88][CH2:87][NH:86][CH2:85][CH2:84]2)[O:82][CH2:81][CH2:80]1.C(N(CC)CC)C.